Dataset: Forward reaction prediction with 1.9M reactions from USPTO patents (1976-2016). Task: Predict the product of the given reaction. Given the reactants [O:1]1[CH:5]=[CH:4][CH:3]=[C:2]1[C:6](=[O:14])[CH2:7][C:8](=[S:13])[O:9][CH:10]([CH3:12])[CH3:11].[C:15](=O)([O-])[O-].[K+].[K+].CC(C)=O.CI, predict the reaction product. The product is: [O:1]1[CH:5]=[CH:4][CH:3]=[C:2]1[C:6](=[O:14])/[CH:7]=[C:8](/[O:9][CH:10]([CH3:11])[CH3:12])\[S:13][CH3:15].